This data is from HIV replication inhibition screening data with 41,000+ compounds from the AIDS Antiviral Screen. The task is: Binary Classification. Given a drug SMILES string, predict its activity (active/inactive) in a high-throughput screening assay against a specified biological target. (1) The compound is O=C(C=C1NC(=O)CS1)Nc1ccccc1. The result is 0 (inactive). (2) The drug is Clc1ccccc1C=C1c2ccccc2-c2nc3ccccc3nc21. The result is 0 (inactive). (3) The compound is O=C1OC(=C(Br)c2ccc(Cl)c(Cl)c2)c2ccccc21. The result is 0 (inactive). (4) The drug is CC1=NC2=CC=CC3=NC(N)=NC(=N1)N23. The result is 0 (inactive). (5) The drug is COc1cc2nncc(Cl)c2cc1OC. The result is 0 (inactive). (6) The drug is N#CN=C(NCc1ccccc1)NCc1ccccc1. The result is 1 (active). (7) The compound is CCCC(S(=O)(=O)c1ccccc1)S(=O)(=O)c1ccccc1. The result is 0 (inactive). (8) The drug is C=CCC(CC(CC(CC(CC(CC(CC(CC(CC(CC(CCCCC)OC)OC)OC)OC)OC)OC)OC)OC)OC)OC. The result is 0 (inactive). (9) The compound is C1=[N+]2c3ccccc3[SH+][Cu-5]234([O+]=C1c1cccs1)[O+]=C(c1cccs1)C=[N+]3c1ccccc1[SH+]4. The result is 0 (inactive).